Dataset: Forward reaction prediction with 1.9M reactions from USPTO patents (1976-2016). Task: Predict the product of the given reaction. Given the reactants [CH:1]1([CH2:6][C@H:7]([CH2:24][N:25]([CH:33]=[O:34])[O:26]C2CCCCO2)[C:8]([N:10]2[C@H:14]([C:15]([NH:17][C:18]3[N:23]=[CH:22][CH:21]=[CH:20][N:19]=3)=[O:16])[CH2:13][CH2:12][NH:11]2)=[O:9])[CH2:5][CH2:4][CH2:3][CH2:2]1.C(O)(=O)C, predict the reaction product. The product is: [CH:1]1([CH2:6][C@H:7]([CH2:24][N:25]([CH:33]=[O:34])[OH:26])[C:8]([N:10]2[C@H:14]([C:15]([NH:17][C:18]3[N:23]=[CH:22][CH:21]=[CH:20][N:19]=3)=[O:16])[CH2:13][CH2:12][NH:11]2)=[O:9])[CH2:2][CH2:3][CH2:4][CH2:5]1.